Dataset: Experimentally validated miRNA-target interactions with 360,000+ pairs, plus equal number of negative samples. Task: Binary Classification. Given a miRNA mature sequence and a target amino acid sequence, predict their likelihood of interaction. (1) The miRNA is mmu-miR-5107-5p with sequence UGGGCAGAGGAGGCAGGGACA. The protein sequence of the target gene is MPHRSLRATVVLLLVILKKQPSSSAPLNGSKWTYVGPAGEKNWSKKYPSCGGLLQSPIDLHSDILQYDASLAPLQFQGYNVSVEKLLNLTNDGHSVRLNLNSDMYIQGLQPHHYRAEQLHLHWGNRNDPHGSEHTVSGKHFAAELHIVHYNSDLYPDFSTASDKSEGLAVLAVLIEIGSANPSYDKIFSHLQHVKYKGQQVLIPGFNIEELLPESPGEYYRYEGSLTTPPCYPTVLWTVFRNPVQISQEQLLALETALYFTHMDDPTPREMINNFRQVQKFDERLVYISFRQGLLTDTGL.... Result: 0 (no interaction). (2) The miRNA is hsa-miR-3672 with sequence AUGAGACUCAUGUAAAACAUCUU. The protein sequence of the target gene is MADKEAAFDDAVEERVINEEYKIWKKNTPFLYDLVMTHALEWPSLTAQWLPDVTRPEGKDFSIHRLVLGTHTSDEQNHLVIASVQLPNDDAQFDASHYDSEKGEFGGFGSVSGKIEIEIKINHEGEVNRARYMPQNPCIIATKTPSSDVLVFDYTKHPSKPDPSGECNPDLRLRGHQKEGYGLSWNPNLSGHLLSASDDHTICLWDISAVPKEGKVVDAKTIFTGHTAVVEDVSWHLLHESLFGSVADDQKLMIWDTRSNNTSKPSHSVDAHTAEVNCLSFNPYSEFILATGSADKTVAL.... Result: 1 (interaction). (3) The miRNA is hsa-miR-188-5p with sequence CAUCCCUUGCAUGGUGGAGGG. The protein sequence of the target gene is MAQFAFESDLHSLLQLDAPIPNAPPARWQRKAKEAAGPAPSPMRAANRSHSAGRTPGRTPGKSSSKVQTTPSKPGGDRYIPHRSAAQMEVASFLLSKENQPENSQTPTKKEHQKAWALNLNGFDVEEAKILRLSGKPQNAPEGYQNRLKVLYSQKATPGSSRKTCRYIPSLPDRILDAPEIRNDYYLNLVDWSSGNVLAVALDNSVYLWSASSGDILQLLQMEQPGEYISSVAWIKEGNYLAVGTSSAEVQLWDVQQQKRLRNMTSHSARVGSLSWNSYILSSGSRSGHIHHHDVRVAEH.... Result: 1 (interaction). (4) The miRNA is mmu-miR-5116 with sequence UUUGAUAGGAACCCCGCCUGA. The protein sequence of the target gene is MVHFTAEEKAAVTSLWSKMNVEEAGGEALGRLLVVYPWTQRFFDSFGNLSSPSAILGNPKVKAHGKKVLTSFGDAIKNMDNLKPAFAKLSELHCDKLHVDPENFKLLGNVMVIILATHFGKEFTPEVQAAWQKLVSAVAIALAHKYH. Result: 0 (no interaction). (5) The miRNA is hsa-miR-93-5p with sequence CAAAGUGCUGUUCGUGCAGGUAG. The protein sequence of the target gene is MEETIKDPPTSAVLLDHCHFSQVIFNSVEKFYIPGGDVTCHYTFTQHFIPRRKDWIGIFRVGWKTTREYYTFMWVTLPIDLNNKSAKQQEVQFKAYYLPKDDEYYQFCYVDEDGVVRGASIPFQFRPENEEDILVVTTQGEVEEIEQHNKELCKENQELKDSCISLQKQNSDMQAELQKKQEELETLQSINKKLELKVKEQKDYWETELLQLKEQNQKMSSENEKMGIRVDQLQAQLSTQEKEMEKLVQGDQDKTEQLEQLKKENDHLFLSLTEQRKDQKKLEQTVEQMKQNETTAMKKQ.... Result: 1 (interaction). (6) The miRNA is mmu-miR-708-5p with sequence AAGGAGCUUACAAUCUAGCUGGG. The protein sequence of the target gene is MGVDIRHNKDRKVRRKEPKSQDIYLRLLVKLYRFLARRTNSTFNQVVLKRLFMSRTNRPPLSLSRMIRKMKLPGRENKTAVVVGTITDDVRVQEVPKLKVCALRVTSRARSRILRAGGKILTFDQLALDSPKGCGTVLLSGPRKGREVYRHFGKAPGTPHSHTKPYVRSKGRKFERARGRRASRGYKN. Result: 0 (no interaction). (7) The miRNA is rno-miR-29b-3p with sequence UAGCACCAUUUGAAAUCAGUGUU. The protein sequence of the target gene is MSSKTASTNNIAQARRTVQQLRLEASIERIKVSKASADLMSYCEEHARSDPLLIGIPTSENPFKDKKTCIIL. Result: 0 (no interaction).